The task is: Predict which catalyst facilitates the given reaction.. This data is from Catalyst prediction with 721,799 reactions and 888 catalyst types from USPTO. (1) Reactant: Cl[C:2](=[CH2:7])[C:3]([O:5][CH3:6])=[O:4].[Cl-].C([N+](CC)(CC)CCCC)C.C([O-])([O-])=O.[K+].[K+].[CH:26]1([C:32]2[C:40]3[C:35](=[CH:36][C:37]([C:41]([O:43][CH3:44])=[O:42])=[CH:38][CH:39]=3)[NH:34][C:33]=2[C:45]2[CH:50]=[CH:49][CH:48]=[CH:47][C:46]=2[OH:51])[CH2:31][CH2:30][CH2:29][CH2:28][CH2:27]1. Product: [CH:26]1([C:32]2[C:40]3[CH:39]=[CH:38][C:37]([C:41]([O:43][CH3:44])=[O:42])=[CH:36][C:35]=3[N:34]3[C:33]=2[C:45]2[CH:50]=[CH:49][CH:48]=[CH:47][C:46]=2[O:51][CH:2]([C:3]([O:5][CH3:6])=[O:4])[CH2:7]3)[CH2:27][CH2:28][CH2:29][CH2:30][CH2:31]1. The catalyst class is: 23. (2) Reactant: Cl[C:2]1[CH:7]=[C:6]([NH:8][C:9]2[CH:19]=[CH:18][CH:17]=[CH:16][C:10]=2[C:11]([NH:13][O:14][CH3:15])=[O:12])[C:5]([CH:20]2[CH2:22][CH2:21]2)=[CH:4][N:3]=1.[CH2:23]([N:25]1[C:29]([NH2:30])=[CH:28][C:27]([CH3:31])=[N:26]1)[CH3:24].C([O-])([O-])=O.[Cs+].[Cs+].CC1(C)C2C(=C(P(C3C=CC=CC=3)C3C=CC=CC=3)C=CC=2)OC2C(P(C3C=CC=CC=3)C3C=CC=CC=3)=CC=CC1=2. Product: [CH:20]1([C:5]2[C:6]([NH:8][C:9]3[CH:19]=[CH:18][CH:17]=[CH:16][C:10]=3[C:11]([NH:13][O:14][CH3:15])=[O:12])=[CH:7][C:2]([NH:30][C:29]3[N:25]([CH2:23][CH3:24])[N:26]=[C:27]([CH3:31])[CH:28]=3)=[N:3][CH:4]=2)[CH2:22][CH2:21]1. The catalyst class is: 102. (3) Reactant: [NH2:1][C:2]1[CH:3]=[C:4]([CH:10]=[CH:11][CH:12]=1)[C:5]([O:7][CH2:8][CH3:9])=[O:6].Br[CH2:14][C:15]([CH3:17])=[CH2:16].C(=O)([O-])[O-].[Na+].[Na+].O. Product: [CH3:14][C:15](=[CH2:16])[CH2:17][N:1]([CH2:5][C:4]([CH3:10])=[CH2:3])[C:2]1[CH:3]=[C:4]([CH:10]=[CH:11][CH:12]=1)[C:5]([O:7][CH2:8][CH3:9])=[O:6]. The catalyst class is: 8. (4) Reactant: [CH:1]([O:4][C:5](=[O:14])[C:6]1[CH:11]=[CH:10][C:9]([Br:12])=[CH:8][C:7]=1[CH3:13])([CH3:3])[CH3:2].[Br:15]N1C(=O)CCC1=O.N(C(C)(C)C#N)=NC(C)(C)C#N. Product: [CH:1]([O:4][C:5](=[O:14])[C:6]1[CH:11]=[CH:10][C:9]([Br:12])=[CH:8][C:7]=1[CH2:13][Br:15])([CH3:3])[CH3:2]. The catalyst class is: 53. (5) Reactant: [Mg].Br[C:3]1[CH:8]=[CH:7][CH:6]=[CH:5][C:4]=1[O:9][CH2:10][CH3:11].II.[CH3:14][O:15][C:16]1[CH:17]=[C:18]2[C:22](=[CH:23][CH:24]=1)[NH:21][C:20](=[O:25])[C:19]2=[O:26]. Product: [CH2:10]([O:9][C:4]1[CH:5]=[CH:6][CH:7]=[CH:8][C:3]=1[C:19]1([OH:26])[C:18]2[C:22](=[CH:23][CH:24]=[C:16]([O:15][CH3:14])[CH:17]=2)[NH:21][C:20]1=[O:25])[CH3:11]. The catalyst class is: 385. (6) Reactant: [NH2:1][CH:2]1[N:8]=[C:7]([C:9]2[CH:14]=[CH:13][CH:12]=[CH:11][C:10]=2[Cl:15])[C:6]2[CH:16]=[C:17]([Cl:20])[CH:18]=[CH:19][C:5]=2[N:4]([CH3:21])[C:3]1=[O:22].[N:23]([C:26]1[C:35]2[C:30](=[CH:31][CH:32]=[CH:33][CH:34]=2)[C:29]([N:36]([CH3:38])[CH3:37])=[CH:28][CH:27]=1)=[C:24]=[S:25]. Product: [Cl:20][C:17]1[CH:18]=[CH:19][C:5]2[N:4]([CH3:21])[C:3](=[O:22])[CH:2]([NH:1][C:24]([NH:23][C:26]3[C:35]4[C:30](=[CH:31][CH:32]=[CH:33][CH:34]=4)[C:29]([N:36]([CH3:38])[CH3:37])=[CH:28][CH:27]=3)=[S:25])[N:8]=[C:7]([C:9]3[CH:14]=[CH:13][CH:12]=[CH:11][C:10]=3[Cl:15])[C:6]=2[CH:16]=1. The catalyst class is: 68. (7) Reactant: C(OC(=O)[NH:7][C@@H:8]([CH3:19])[C@@H:9]([C:11]1[CH:16]=[CH:15][C:14]([CH2:17][CH3:18])=[CH:13][CH:12]=1)[OH:10])(C)(C)C.Cl. Product: [NH2:7][C@@H:8]([CH3:19])[C@@H:9]([C:11]1[CH:16]=[CH:15][C:14]([CH2:17][CH3:18])=[CH:13][CH:12]=1)[OH:10]. The catalyst class is: 47. (8) Reactant: [Cl:1][C:2]1[C:7]([Cl:8])=[CH:6][CH:5]=[CH:4][C:3]=1[O:9][C@H:10]1[CH2:13][C@H:12]([NH:14]C(=O)OC(C)(C)C)[CH2:11]1.Cl.O1CCOCC1. Product: [ClH:1].[Cl:1][C:2]1[C:7]([Cl:8])=[CH:6][CH:5]=[CH:4][C:3]=1[O:9][C@H:10]1[CH2:11][C@H:12]([NH2:14])[CH2:13]1. The catalyst class is: 27.